From a dataset of Forward reaction prediction with 1.9M reactions from USPTO patents (1976-2016). Predict the product of the given reaction. (1) The product is: [F:9][C:10]1([F:30])[CH2:15][CH:14]([C:16]([O:18][CH2:19][CH3:20])=[O:17])[CH:13]([NH:21][C@H:22]([C:24]2[CH:25]=[CH:26][CH:27]=[CH:28][CH:29]=2)[CH3:23])[CH2:12][CH2:11]1. Given the reactants [BH4-].[Na+].C(O)(=O)C(C)C.[F:9][C:10]1([F:30])[CH2:15][C:14]([C:16]([O:18][CH2:19][CH3:20])=[O:17])=[C:13]([NH:21][C@H:22]([C:24]2[CH:29]=[CH:28][CH:27]=[CH:26][CH:25]=2)[CH3:23])[CH2:12][CH2:11]1.C([O-])(O)=O.[Na+], predict the reaction product. (2) Given the reactants F[P-](F)(F)(F)(F)F.N1(O[P+](N(C)C)(N(C)C)N(C)C)C2C=CC=CC=2N=N1.[Cl:28][C:29]1[CH:30]=[CH:31][C:32]2[O:36][C:35](=[O:37])[N:34]([CH2:38][C:39]([OH:41])=O)[C:33]=2[CH:42]=1.[C:43]1([C:59]2[CH:64]=[CH:63][CH:62]=[CH:61][CH:60]=2)[CH:48]=[CH:47][C:46]([C:49]([NH:57][CH3:58])([CH3:56])[CH2:50][N:51]2[CH2:55][CH2:54][CH2:53][CH2:52]2)=[CH:45][CH:44]=1.CCN(CC)CC, predict the reaction product. The product is: [C:43]1([C:59]2[CH:60]=[CH:61][CH:62]=[CH:63][CH:64]=2)[CH:48]=[CH:47][C:46]([C:49]([N:57]([CH3:58])[C:39](=[O:41])[CH2:38][N:34]2[C:33]3[CH:42]=[C:29]([Cl:28])[CH:30]=[CH:31][C:32]=3[O:36][C:35]2=[O:37])([CH3:56])[CH2:50][N:51]2[CH2:55][CH2:54][CH2:53][CH2:52]2)=[CH:45][CH:44]=1. (3) The product is: [Cl:13][C:14]1[CH:19]=[C:18]([O:20][C:2]2[C:3]([CH3:12])=[N:4][C:5]([N+:9]([O-:11])=[O:10])=[CH:6][C:7]=2[CH3:8])[CH:17]=[CH:16][N:15]=1. Given the reactants Br[C:2]1[C:3]([CH3:12])=[N:4][C:5]([N+:9]([O-:11])=[O:10])=[CH:6][C:7]=1[CH3:8].[Cl:13][C:14]1[CH:19]=[C:18]([OH:20])[CH:17]=[CH:16][N:15]=1.C([O-])([O-])=O.[K+].[K+], predict the reaction product. (4) Given the reactants F[C:2]1[CH:7]=[C:6]([O:8][CH2:9][C:10]2[CH:15]=[CH:14][C:13]([O:16][CH3:17])=[CH:12][CH:11]=2)[CH:5]=[CH:4][C:3]=1[N+:18]([O-:20])=[O:19].Cl.[NH2:22][C@@H:23]1[CH2:28][CH2:27][C@H:26]([C:29]([NH:31][CH:32]([CH3:34])[CH3:33])=[O:30])[CH2:25][CH2:24]1.CCN(C(C)C)C(C)C, predict the reaction product. The product is: [CH:32]([NH:31][C:29]([C@H:26]1[CH2:25][CH2:24][C@@H:23]([NH:22][C:2]2[CH:7]=[C:6]([O:8][CH2:9][C:10]3[CH:15]=[CH:14][C:13]([O:16][CH3:17])=[CH:12][CH:11]=3)[CH:5]=[CH:4][C:3]=2[N+:18]([O-:20])=[O:19])[CH2:28][CH2:27]1)=[O:30])([CH3:34])[CH3:33].